From a dataset of Full USPTO retrosynthesis dataset with 1.9M reactions from patents (1976-2016). Predict the reactants needed to synthesize the given product. (1) Given the product [CH3:15][N:16]1[CH2:17][CH2:18][C:6]2[C:7](=[N:2][CH:3]=[C:4]([N+:11]([O-:13])=[O:12])[CH:5]=2)[CH2:21]1, predict the reactants needed to synthesize it. The reactants are: C[N:2]1[CH:7]=[C:6]([N+]([O-])=O)[CH:5]=[C:4]([N+:11]([O-:13])=[O:12])[C:3]1=O.[CH3:15][N:16]1[CH2:21]CC[C:18](=O)[CH2:17]1.N. (2) Given the product [CH3:26][O:27][C:28](=[O:36])[C:29]1[CH:34]=[CH:33][C:32]([NH:35][C:5](=[O:6])[C:4]2[CH:8]=[CH:9][C:10]([CH:11]([CH3:25])[C:12]([C:18]3[CH:23]=[CH:22][N:21]=[C:20]([Cl:24])[CH:19]=3)([OH:17])[C:13]([F:16])([F:14])[F:15])=[C:2]([Cl:1])[CH:3]=2)=[CH:31][CH:30]=1, predict the reactants needed to synthesize it. The reactants are: [Cl:1][C:2]1[CH:3]=[C:4]([CH:8]=[CH:9][C:10]=1[CH:11]([CH3:25])[C:12]([C:18]1[CH:23]=[CH:22][N:21]=[C:20]([Cl:24])[CH:19]=1)([OH:17])[C:13]([F:16])([F:15])[F:14])[C:5](O)=[O:6].[CH3:26][O:27][C:28](=[O:36])[C:29]1[CH:34]=[CH:33][C:32]([NH2:35])=[CH:31][CH:30]=1.CN1CCOCC1.CN(C(ON1N=NC2C=CC=CC1=2)=[N+](C)C)C.F[P-](F)(F)(F)(F)F. (3) Given the product [NH2:1][C:4]1[S:8][CH:7]=[C:6]([C:9]([O:11][CH3:12])=[O:10])[CH:5]=1, predict the reactants needed to synthesize it. The reactants are: [N+:1]([C:4]1[S:8][CH:7]=[C:6]([C:9]([O:11][CH3:12])=[O:10])[CH:5]=1)([O-])=O.[Cl-].[NH4+]. (4) Given the product [F:1][C:2]1[CH:22]=[CH:21][C:5]([CH2:6][O:7][C:8]2[CH:13]=[CH:12][CH:11]=[CH:10][C:9]=2[C:14]2[N:23]([C:24]3[CH:25]=[C:26]([S:30]([NH2:33])(=[O:31])=[O:32])[CH:27]=[CH:28][CH:29]=3)[C:17]([CH3:18])=[CH:16][CH:15]=2)=[CH:4][CH:3]=1, predict the reactants needed to synthesize it. The reactants are: [F:1][C:2]1[CH:22]=[CH:21][C:5]([CH2:6][O:7][C:8]2[CH:13]=[CH:12][CH:11]=[CH:10][C:9]=2[C:14](=O)[CH2:15][CH2:16][C:17](=O)[CH3:18])=[CH:4][CH:3]=1.[NH2:23][C:24]1[CH:25]=[C:26]([S:30]([NH2:33])(=[O:32])=[O:31])[CH:27]=[CH:28][CH:29]=1.C1(C)C=CC(S(O)(=O)=O)=CC=1. (5) Given the product [CH3:29][O:30][C:31]1[CH:32]=[C:33]([C:39]2[CH:43]=[CH:42][N:41]([C:9](=[O:11])[CH:8]([C:5]3[CH:4]=[CH:3][C:2]([F:1])=[CH:7][CH:6]=3)[O:12][CH3:13])[N:40]=2)[CH:34]=[CH:35][C:36]=1[O:37][CH3:38], predict the reactants needed to synthesize it. The reactants are: [F:1][C:2]1[CH:7]=[CH:6][C:5]([CH:8]([O:12][CH3:13])[C:9]([OH:11])=O)=[CH:4][CH:3]=1.C1CCC(N=C=NC2CCCCC2)CC1.[CH3:29][O:30][C:31]1[CH:32]=[C:33]([C:39]2[CH:43]=[CH:42][NH:41][N:40]=2)[CH:34]=[CH:35][C:36]=1[O:37][CH3:38]. (6) Given the product [CH3:8][O:12][C:13](=[O:24])[CH2:14][C:15]1([OH:23])[CH:20]2[CH2:21][CH2:22][N:17]([CH2:18][CH2:19]2)[CH2:16]1, predict the reactants needed to synthesize it. The reactants are: FC(F)(F)C(O)=O.[C:8]([O:12][C:13](=[O:24])[CH2:14][C:15]1([OH:23])[CH:20]2[CH2:21][CH2:22][N:17]([CH2:18][CH2:19]2)[CH2:16]1)(C)(C)C. (7) Given the product [F:16][C:14]([F:15])([F:17])[C:13]([C:6]1[C:7]([CH3:12])=[N:8][C:9]2[C:4]([C:5]=1[C:19]1[CH:24]=[CH:23][C:22]([S:25]([CH3:28])(=[O:27])=[O:26])=[CH:21][CH:20]=1)=[CH:3][C:2]([N:33]1[CH2:34][CH2:35][C:30]([OH:36])([CH3:29])[CH2:31][CH2:32]1)=[CH:11][CH:10]=2)=[O:18], predict the reactants needed to synthesize it. The reactants are: Br[C:2]1[CH:3]=[C:4]2[C:9](=[CH:10][CH:11]=1)[N:8]=[C:7]([CH3:12])[C:6]([C:13](=[O:18])[C:14]([F:17])([F:16])[F:15])=[C:5]2[C:19]1[CH:24]=[CH:23][C:22]([S:25]([CH3:28])(=[O:27])=[O:26])=[CH:21][CH:20]=1.[CH3:29][C:30]1([OH:36])[CH2:35][CH2:34][NH:33][CH2:32][CH2:31]1. (8) Given the product [F:1][C:2]1[CH:3]=[CH:4][C:5]([C:8]2[N:12]([CH2:13][C:14](=[O:17])[CH2:15][CH3:16])[N:11]=[C:10]([CH3:18])[C:9]=2[C:19]2[CH:20]=[CH:21][C:22]3[O:27][CH2:26][C:25](=[O:28])[NH:24][C:23]=3[CH:29]=2)=[CH:6][CH:7]=1, predict the reactants needed to synthesize it. The reactants are: [F:1][C:2]1[CH:7]=[CH:6][C:5]([C:8]2[N:12]([CH2:13][CH:14]([OH:17])[CH2:15][CH3:16])[N:11]=[C:10]([CH3:18])[C:9]=2[C:19]2[CH:20]=[CH:21][C:22]3[O:27][CH2:26][C:25](=[O:28])[NH:24][C:23]=3[CH:29]=2)=[CH:4][CH:3]=1.S(=O)(=O)=O.N1C=CC=CC=1.